Dataset: Reaction yield outcomes from USPTO patents with 853,638 reactions. Task: Predict the reaction yield, written as a fraction of the theoretical maximum amount of product (1.0 means a 100% yield; for example, 0.34 means a 34% yield). (1) The reactants are [O:1]1[C:5]([C@H:6]2[CH2:11][CH2:10][C@H:9]([N:12]3[C:17](=[O:18])[C:16]([CH2:19][C:20]4[CH:25]=[CH:24][C:23]([C:26]5[C:27]([C:32]#[N:33])=[CH:28][CH:29]=[CH:30][CH:31]=5)=[CH:22][CH:21]=4)=[C:15]([CH2:34][CH2:35][CH3:36])[N:14]4[N:37]=[CH:38][N:39]=[C:13]34)[CH2:8][CH2:7]2)=[CH:4][N:3]=[CH:2]1.C([Sn](=O)CCCC)CCC.[N:50]([Si](C)(C)C)=[N+:51]=[N-:52].C1(C)C=CC=CC=1. The catalyst is C(OCC)(=O)C. The product is [O:1]1[C:5]([C@H:6]2[CH2:11][CH2:10][C@H:9]([N:12]3[C:17](=[O:18])[C:16]([CH2:19][C:20]4[CH:25]=[CH:24][C:23]([C:26]5[CH:31]=[CH:30][CH:29]=[CH:28][C:27]=5[C:32]5[NH:52][N:51]=[N:50][N:33]=5)=[CH:22][CH:21]=4)=[C:15]([CH2:34][CH2:35][CH3:36])[N:14]4[N:37]=[CH:38][N:39]=[C:13]34)[CH2:8][CH2:7]2)=[CH:4][N:3]=[CH:2]1. The yield is 0.460. (2) The reactants are Cl[C:2]1[CH:3]=[C:4]([NH:10][C:11]2[CH:16]=[CH:15][C:14]([C:17]([N:19]3[CH2:24][CH2:23][O:22][CH2:21][CH2:20]3)=[O:18])=[CH:13][N:12]=2)[C:5](=[O:9])[N:6]([CH3:8])[N:7]=1.[C:25]([O:28][CH2:29][C:30]1[C:31]([N:39]2[N:48]=[CH:47][C:46]3[C:41](=[C:42]([F:53])[CH:43]=[C:44]([C:49]([CH3:52])([CH3:51])[CH3:50])[CH:45]=3)[C:40]2=[O:54])=[N:32][CH:33]=[CH:34][C:35]=1B(O)O)(=[O:27])[CH3:26].[O-]P([O-])([O-])=O.[K+].[K+].[K+].O.O.O.C([O-])(=O)C.[Na+]. The catalyst is C1C=CC(P(C2C=CC=CC=2)[C-]2C=CC=C2)=CC=1.C1C=CC(P(C2C=CC=CC=2)[C-]2C=CC=C2)=CC=1.Cl[Pd]Cl.[Fe+2].C(#N)C.O. The product is [C:25]([O:28][CH2:29][C:30]1[C:31]([N:39]2[N:48]=[CH:47][C:46]3[C:41](=[C:42]([F:53])[CH:43]=[C:44]([C:49]([CH3:51])([CH3:50])[CH3:52])[CH:45]=3)[C:40]2=[O:54])=[N:32][CH:33]=[CH:34][C:35]=1[C:2]1[CH:3]=[C:4]([NH:10][C:11]2[CH:16]=[CH:15][C:14]([C:17]([N:19]3[CH2:24][CH2:23][O:22][CH2:21][CH2:20]3)=[O:18])=[CH:13][N:12]=2)[C:5](=[O:9])[N:6]([CH3:8])[N:7]=1)(=[O:27])[CH3:26]. The yield is 0.450. (3) The catalyst is C(O)C.[Pd]. The yield is 1.00. The reactants are [C:1]([C:3]1([C:9]([NH2:11])=[O:10])[CH2:8][CH2:7][CH2:6][CH2:5][CH2:4]1)#[N:2].[ClH:12]. The product is [ClH:12].[NH2:2][CH2:1][C:3]1([C:9]([NH2:11])=[O:10])[CH2:8][CH2:7][CH2:6][CH2:5][CH2:4]1. (4) The reactants are Br[C:2]1[CH:3]=[C:4]2[C:9](=[CH:10][CH:11]=1)[N:8]=[CH:7][C:6]([C:12]([CH:14]1[CH2:16][CH2:15]1)=[O:13])=[C:5]2[NH:17][C:18]1[CH:19]=[CH:20][C:21]([N:24]2[CH2:29][CH2:28][CH2:27][C@H:26]([NH:30]C(=O)OC(C)(C)C)[CH2:25]2)=[N:22][CH:23]=1.[Cl:38][C:39]1[CH:44]=[C:43](B2OC(C)(C)C(C)(C)O2)[CH:42]=[C:41]([Cl:54])[C:40]=1[OH:55]. No catalyst specified. The product is [NH2:30][C@H:26]1[CH2:27][CH2:28][CH2:29][N:24]([C:21]2[N:22]=[CH:23][C:18]([NH:17][C:5]3[C:4]4[C:9](=[CH:10][CH:11]=[C:2]([C:43]5[CH:44]=[C:39]([Cl:38])[C:40]([OH:55])=[C:41]([Cl:54])[CH:42]=5)[CH:3]=4)[N:8]=[CH:7][C:6]=3[C:12]([CH:14]3[CH2:16][CH2:15]3)=[O:13])=[CH:19][CH:20]=2)[CH2:25]1. The yield is 0.310. (5) The reactants are [C:1]([O:5][C:6]([NH:8][C@@H:9]([C:11]([NH:13][CH2:14][CH:15]([OH:17])[CH3:16])=[O:12])[CH3:10])=[O:7])([CH3:4])([CH3:3])[CH3:2]. The catalyst is C(#N)C.O. The product is [C:1]([O:5][C:6]([NH:8][C@@H:9]([C:11]([NH:13][CH2:14][C:15](=[O:17])[CH3:16])=[O:12])[CH3:10])=[O:7])([CH3:4])([CH3:3])[CH3:2]. The yield is 0.659.